Task: Predict the reactants needed to synthesize the given product.. Dataset: Full USPTO retrosynthesis dataset with 1.9M reactions from patents (1976-2016) (1) Given the product [Cl:1][C:2]1[CH:7]=[CH:6][CH:5]=[C:4]2[C:3]=1[C:22](=[O:31])[N:23]([C:24]1[CH:29]=[CH:28][CH:27]=[C:26]([F:30])[CH:25]=1)[C:9]([C@@H:10]([NH:13][C:14](=[O:20])[O:15][C:16]([CH3:19])([CH3:18])[CH3:17])[CH2:11][CH3:12])=[N:8]2, predict the reactants needed to synthesize it. The reactants are: [Cl:1][C:2]1[C:3]([C:22](=[O:31])[NH:23][C:24]2[CH:29]=[CH:28][CH:27]=[C:26]([F:30])[CH:25]=2)=[C:4]([NH:8][C:9](=O)[C@@H:10]([NH:13][C:14](=[O:20])[O:15][C:16]([CH3:19])([CH3:18])[CH3:17])[CH2:11][CH3:12])[CH:5]=[CH:6][CH:7]=1.C(N(CC)CC)C.C/C(/O[Si](C)(C)C)=N\[Si](C)(C)C. (2) The reactants are: [C:1]1([C:7]2[CH:8]=[C:9]([C:16]3[O:20][N:19]=[C:18]([C:21]4[CH:26]=[CH:25][C:24]([CH2:27][N:28]5[CH:32]=[C:31]([C:33]([OH:35])=[O:34])[CH:30]=[N:29]5)=[CH:23][CH:22]=4)[N:17]=3)[S:10][C:11]=2[C:12]([F:15])([F:14])[F:13])[CH:6]=[CH:5][CH:4]=[CH:3][CH:2]=1.[OH-].[Na+:37]. Given the product [C:1]1([C:7]2[CH:8]=[C:9]([C:16]3[O:20][N:19]=[C:18]([C:21]4[CH:26]=[CH:25][C:24]([CH2:27][N:28]5[CH:32]=[C:31]([C:33]([O-:35])=[O:34])[CH:30]=[N:29]5)=[CH:23][CH:22]=4)[N:17]=3)[S:10][C:11]=2[C:12]([F:14])([F:15])[F:13])[CH:6]=[CH:5][CH:4]=[CH:3][CH:2]=1.[Na+:37], predict the reactants needed to synthesize it. (3) Given the product [N:19]1[CH:20]=[CH:21][C:16]([C:8]2[N:6]3[N:7]=[C:2]([N:30]4[CH2:31][CH2:32][CH:27]([N:22]5[CH2:26][CH2:25][CH2:24][CH2:23]5)[CH2:28][CH2:29]4)[CH:3]=[CH:4][C:5]3=[N:10][C:9]=2[C:11]2[S:12][CH:13]=[CH:14][CH:15]=2)=[CH:17][CH:18]=1, predict the reactants needed to synthesize it. The reactants are: Cl[C:2]1[CH:3]=[CH:4][C:5]2[N:6]([C:8]([C:16]3[CH:21]=[CH:20][N:19]=[CH:18][CH:17]=3)=[C:9]([C:11]3[S:12][CH:13]=[CH:14][CH:15]=3)[N:10]=2)[N:7]=1.[N:22]1([CH:27]2[CH2:32][CH2:31][NH:30][CH2:29][CH2:28]2)[CH2:26][CH2:25][CH2:24][CH2:23]1.C(N(C(C)C)CC)(C)C.Cl. (4) Given the product [F:24][C:2]([F:1])([C:17]1[CH:22]=[CH:21][C:20]([F:23])=[CH:19][N:18]=1)[C:3]1[N:12]=[C:11]([S:13][CH3:14])[C:10]2[C:5](=[CH:6][C:7]([C:15]([NH2:16])=[O:26])=[CH:8][CH:9]=2)[N:4]=1, predict the reactants needed to synthesize it. The reactants are: [F:1][C:2]([F:24])([C:17]1[CH:22]=[CH:21][C:20]([F:23])=[CH:19][N:18]=1)[C:3]1[N:12]=[C:11]([S:13][CH3:14])[C:10]2[C:5](=[CH:6][C:7]([C:15]#[N:16])=[CH:8][CH:9]=2)[N:4]=1.S(=O)(=O)(O)[OH:26].C(=O)(O)[O-].[Na+]. (5) Given the product [CH2:12]([CH:15]1[CH2:20][CH2:19][N:18]([C:2]([O:4][CH2:5][C:6]2[CH:11]=[CH:10][CH:9]=[CH:8][CH:7]=2)=[O:3])[CH2:17][CH2:16]1)[C:13]#[CH:14], predict the reactants needed to synthesize it. The reactants are: Cl[C:2]([O:4][CH2:5][C:6]1[CH:11]=[CH:10][CH:9]=[CH:8][CH:7]=1)=[O:3].[CH2:12]([CH:15]1[CH2:20][CH2:19][N:18](C(OC(C)(C)C)=O)[CH2:17][CH2:16]1)[C:13]#[CH:14]. (6) Given the product [Br:16][C:8]1[C:7]([OH:10])=[N:6][N:5]([C:1]([CH3:4])([CH3:3])[CH3:2])[CH:9]=1, predict the reactants needed to synthesize it. The reactants are: [C:1]([N:5]1[CH:9]=[CH:8][C:7]([OH:10])=[N:6]1)([CH3:4])([CH3:3])[CH3:2].C([O-])(O)=O.[Na+].[Br:16]Br.